This data is from Reaction yield outcomes from USPTO patents with 853,638 reactions. The task is: Predict the reaction yield, written as a fraction of the theoretical maximum amount of product (1.0 means a 100% yield; for example, 0.34 means a 34% yield). The reactants are [CH3:1][C:2]1[CH:11]=[C:10]([N:12]2[CH2:16][CH2:15][CH2:14][CH2:13]2)[C:9]2[C:4](=[CH:5][C:6]([OH:17])=[CH:7][CH:8]=2)[N:3]=1.[H-].[Na+].Br[CH2:21][C:22]([O:24][CH2:25][CH3:26])=[O:23].C([O-])(O)=O.[Na+]. The catalyst is CN(C)C=O. The product is [CH2:25]([O:24][C:22](=[O:23])[CH2:21][O:17][C:6]1[CH:5]=[C:4]2[C:9]([C:10]([N:12]3[CH2:16][CH2:15][CH2:14][CH2:13]3)=[CH:11][C:2]([CH3:1])=[N:3]2)=[CH:8][CH:7]=1)[CH3:26]. The yield is 0.602.